From a dataset of Full USPTO retrosynthesis dataset with 1.9M reactions from patents (1976-2016). Predict the reactants needed to synthesize the given product. Given the product [Cl:13][C:6]1[C:7]([C:8]([O:10][CH2:11][CH3:12])=[O:9])=[C:2]([CH2:14][CH3:15])[CH:3]=[N:4][CH:5]=1, predict the reactants needed to synthesize it. The reactants are: Br[C:2]1[CH:3]=[N:4][CH:5]=[C:6]([Cl:13])[C:7]=1[C:8]([O:10][CH2:11][CH3:12])=[O:9].[CH2:14]([Zn]CC)[CH3:15].